From a dataset of Reaction yield outcomes from USPTO patents with 853,638 reactions. Predict the reaction yield, written as a fraction of the theoretical maximum amount of product (1.0 means a 100% yield; for example, 0.34 means a 34% yield). (1) The reactants are [CH3:1][CH2:2][O:3][C:4]([CH3:6])=[O:5].[Li+].CC([N-]C(C)C)C.[I:15][C:16]1[CH:24]=[CH:23][C:19]([C:20](Cl)=[O:21])=[CH:18][CH:17]=1.S(=O)(=O)(O)O. The catalyst is CCOCC. The product is [I:15][C:16]1[CH:24]=[CH:23][C:19]([C:20](=[O:21])[CH2:6][C:4]([O:3][CH2:2][CH3:1])=[O:5])=[CH:18][CH:17]=1. The yield is 0.470. (2) The reactants are [CH3:1]C1C=C(C=C(C)C=1)OCCC#N.[CH3:14][C:15]1[CH:16]=[C:17]([CH:24]=[CH:25][C:26]=1C)[O:18][CH2:19][CH2:20][C:21]([OH:23])=[O:22]. The yield is 0.178. The product is [CH3:1][C:25]1[CH:24]=[C:17]([CH:16]=[C:15]([CH3:14])[CH:26]=1)[O:18][CH2:19][CH2:20][C:21]([OH:23])=[O:22]. No catalyst specified. (3) No catalyst specified. The yield is 0.390. The reactants are C(OC([N:8]1[CH2:11][C:10]([N:13]2[C:29]3[C:16](=[CH:17][C:18]4[O:19][CH2:20][C:21]5[N:26]([C:27]=4[CH:28]=3)[C@H:25]([CH3:30])[C:24](=[O:31])[NH:23][N:22]=5)[C:15]([CH2:32][CH3:33])=[CH:14]2)([CH3:12])[CH2:9]1)=O)(C)(C)C.[ClH:34]. The product is [ClH:34].[CH2:32]([C:15]1[C:16]2=[CH:17][C:18]3[O:19][CH2:20][C:21]4[N:26]([C:27]=3[CH:28]=[C:29]2[N:13]([C:10]2([CH3:12])[CH2:9][NH:8][CH2:11]2)[CH:14]=1)[C@H:25]([CH3:30])[C:24](=[O:31])[NH:23][N:22]=4)[CH3:33].